Regression. Given a peptide amino acid sequence and an MHC pseudo amino acid sequence, predict their binding affinity value. This is MHC class I binding data. From a dataset of Peptide-MHC class I binding affinity with 185,985 pairs from IEDB/IMGT. The peptide sequence is LLQEKYGLI. The MHC is HLA-A02:01 with pseudo-sequence HLA-A02:01. The binding affinity (normalized) is 0.353.